This data is from Catalyst prediction with 721,799 reactions and 888 catalyst types from USPTO. The task is: Predict which catalyst facilitates the given reaction. (1) Reactant: [C:1]1([C@@H:7]2[CH2:11][O:10][C:9](=[O:12])[NH:8]2)[CH:6]=[CH:5][CH:4]=[CH:3][CH:2]=1.[Li]CCCC.[C:18](Cl)(=[O:22])[C:19]([CH3:21])=[CH2:20].O. Product: [C:18]([N:8]1[C@H:7]([C:1]2[CH:2]=[CH:3][CH:4]=[CH:5][CH:6]=2)[CH2:11][O:10][C:9]1=[O:12])(=[O:22])[C:19]([CH3:21])=[CH2:20]. The catalyst class is: 1. (2) Reactant: C1(C[N:8]2[CH2:13][CH2:12][O:11][CH:10]([C:14]([O:16][CH2:17][CH3:18])=[O:15])[CH2:9]2)C=CC=CC=1.[C:19]([OH:25])([C:21]([F:24])([F:23])[F:22])=[O:20]. Product: [F:22][C:21]([F:24])([F:23])[C:19]([OH:25])=[O:20].[NH:8]1[CH2:13][CH2:12][O:11][CH:10]([C:14]([O:16][CH2:17][CH3:18])=[O:15])[CH2:9]1. The catalyst class is: 50. (3) Reactant: [CH3:1][O:2][C:3](=[O:12])[C:4]1[CH:9]=[CH:8][C:7]([F:10])=[CH:6][C:5]=1[CH3:11].C1C(=O)N([Br:20])C(=O)C1. Product: [CH3:1][O:2][C:3](=[O:12])[C:4]1[CH:9]=[CH:8][C:7]([F:10])=[CH:6][C:5]=1[CH2:11][Br:20]. The catalyst class is: 340. (4) Reactant: [CH3:1][CH2:2][O:3][C:4]([CH:6]1[CH2:12][CH2:11][C:9](=[O:10])[CH2:8][CH2:7]1)=[O:5].C[Si]([N-][Si](C)(C)C)(C)C.[Li+].C1C=CC(N([S:30]([C:33]([F:36])([F:35])[F:34])(=[O:32])=[O:31])[S:30]([C:33]([F:36])([F:35])[F:34])(=[O:32])=[O:31])=CC=1.S([O-])(O)(=O)=O.[Na+]. Product: [CH2:2]([O:3][C:4]([CH:6]1[CH2:12][CH2:11][C:9]([O:10][S:30]([C:33]([F:36])([F:35])[F:34])(=[O:32])=[O:31])=[CH:8][CH2:7]1)=[O:5])[CH3:1]. The catalyst class is: 7. (5) Reactant: [Cl:1][C:2]1[C:3]([O:12][C:13]2[CH:18]=[C:17]([OH:19])[CH:16]=[CH:15][C:14]=2/[CH:20]=[C:21](\[CH3:27])/[C:22]([O:24][CH2:25][CH3:26])=[O:23])=[N:4][CH:5]=[C:6]([C:8]([F:11])([F:10])[F:9])[CH:7]=1.[CH:28](I)([CH3:30])[CH3:29].C(=O)([O-])[O-].[K+].[K+]. Product: [Cl:1][C:2]1[C:3]([O:12][C:13]2[CH:18]=[C:17]([O:19][CH:28]([CH3:30])[CH3:29])[CH:16]=[CH:15][C:14]=2/[CH:20]=[C:21](\[CH3:27])/[C:22]([O:24][CH2:25][CH3:26])=[O:23])=[N:4][CH:5]=[C:6]([C:8]([F:9])([F:11])[F:10])[CH:7]=1. The catalyst class is: 9. (6) Reactant: Cl[C:2]1[N:7]=[C:6]([C:8]2[CH:13]=[CH:12][C:11]([Cl:14])=[C:10]([O:15][CH3:16])[C:9]=2[F:17])[N:5]=[C:4]([C:18]([OH:20])=[O:19])[C:3]=1[O:21][CH2:22][CH3:23].[OH-].[NH4+:25].Cl. Product: [NH2:25][C:2]1[N:7]=[C:6]([C:8]2[CH:13]=[CH:12][C:11]([Cl:14])=[C:10]([O:15][CH3:16])[C:9]=2[F:17])[N:5]=[C:4]([C:18]([OH:20])=[O:19])[C:3]=1[O:21][CH2:22][CH3:23]. The catalyst class is: 6. (7) Reactant: Cl.Cl.[N:3]1[C:11]2[CH:10]=[CH:9][N:8]=[CH:7][C:6]=2[O:5][C:4]=1[NH:12][CH:13]1[CH2:18][CH2:17][NH:16][CH2:15][CH2:14]1.[CH2:19]([O:23][C:24]1[CH:25]=[C:26]([CH:29]=[CH:30][C:31]=1[O:32][CH3:33])[CH:27]=O)[CH:20]([CH3:22])[CH3:21].C([BH3-])#N.[Na+].C(N(C(C)C)C(C)C)C. Product: [CH2:19]([O:23][C:24]1[CH:25]=[C:26]([CH:29]=[CH:30][C:31]=1[O:32][CH3:33])[CH2:27][N:16]1[CH2:17][CH2:18][CH:13]([NH:12][C:4]2[O:5][C:6]3[CH:7]=[N:8][CH:9]=[CH:10][C:11]=3[N:3]=2)[CH2:14][CH2:15]1)[CH:20]([CH3:21])[CH3:22]. The catalyst class is: 212. (8) Reactant: Cl[C:2]1[N:7]=[CH:6][N:5]=[C:4]([NH:8][C:9]2[CH:14]=[CH:13][C:12]([N:15]3[CH:19]=[C:18]([CH3:20])[N:17]=[CH:16]3)=[C:11]([O:21][CH3:22])[CH:10]=2)[N:3]=1.[OH:23][C:24]1[CH:29]=[CH:28][CH:27]=[CH:26][C:25]=1[C:30]([F:33])([F:32])[F:31]. Product: [CH3:22][O:21][C:11]1[CH:10]=[C:9]([NH:8][C:4]2[N:3]=[C:2]([O:23][C:24]3[CH:29]=[CH:28][CH:27]=[CH:26][C:25]=3[C:30]([F:31])([F:32])[F:33])[N:7]=[CH:6][N:5]=2)[CH:14]=[CH:13][C:12]=1[N:15]1[CH:19]=[C:18]([CH3:20])[N:17]=[CH:16]1. The catalyst class is: 13.